This data is from NCI-60 drug combinations with 297,098 pairs across 59 cell lines. The task is: Regression. Given two drug SMILES strings and cell line genomic features, predict the synergy score measuring deviation from expected non-interaction effect. Drug 1: CCC(=C(C1=CC=CC=C1)C2=CC=C(C=C2)OCCN(C)C)C3=CC=CC=C3.C(C(=O)O)C(CC(=O)O)(C(=O)O)O. Drug 2: C1=CC=C(C(=C1)C(C2=CC=C(C=C2)Cl)C(Cl)Cl)Cl. Cell line: OVCAR-5. Synergy scores: CSS=5.22, Synergy_ZIP=-1.90, Synergy_Bliss=0.000474, Synergy_Loewe=-5.60, Synergy_HSA=0.146.